Dataset: Catalyst prediction with 721,799 reactions and 888 catalyst types from USPTO. Task: Predict which catalyst facilitates the given reaction. (1) Reactant: [Cl:1][C:2]1[CH:28]=[CH:27][C:5]([CH2:6][N:7]2[C:15]3[C:10](=[CH:11][CH:12]=[CH:13][CH:14]=3)[CH:9]=[C:8]2[C:16]([N:18]2[CH2:23][CH2:22][CH:21]([C:24](O)=[O:25])[CH2:20][CH2:19]2)=[O:17])=[CH:4][CH:3]=1.C(N=C=NCCCN(C)C)C.ON1C2C=CC=CC=2N=N1.C(N(CC)C(C)C)(C)C.[CH2:59]([NH2:66])[C:60]1[CH:65]=[CH:64][CH:63]=[CH:62][CH:61]=1. Product: [CH2:59]([NH:66][C:24]([CH:21]1[CH2:22][CH2:23][N:18]([C:16]([C:8]2[N:7]([CH2:6][C:5]3[CH:4]=[CH:3][C:2]([Cl:1])=[CH:28][CH:27]=3)[C:15]3[C:10]([CH:9]=2)=[CH:11][CH:12]=[CH:13][CH:14]=3)=[O:17])[CH2:19][CH2:20]1)=[O:25])[C:60]1[CH:65]=[CH:64][CH:63]=[CH:62][CH:61]=1. The catalyst class is: 34. (2) Reactant: [C:1]([O:5][C:6](=[O:24])[NH:7][C@H:8]([C:10]1[CH:15]=[CH:14][C:13]([CH:16]([OH:23])[CH:17]2[CH2:22][CH2:21][NH:20][CH2:19][CH2:18]2)=[CH:12][CH:11]=1)[CH3:9])([CH3:4])([CH3:3])[CH3:2].C(N(CC)CC)C.[F:32][C:33]([F:44])([F:43])[C:34](O[C:34](=[O:35])[C:33]([F:44])([F:43])[F:32])=[O:35].O. Product: [C:1]([O:5][C:6](=[O:24])[NH:7][C@H:8]([C:10]1[CH:15]=[CH:14][C:13]([CH:16]([OH:23])[CH:17]2[CH2:22][CH2:21][N:20]([C:34](=[O:35])[C:33]([F:44])([F:43])[F:32])[CH2:19][CH2:18]2)=[CH:12][CH:11]=1)[CH3:9])([CH3:2])([CH3:3])[CH3:4]. The catalyst class is: 22. (3) Reactant: CS(O)(=O)=O.[NH2:6][CH2:7][C:8]1[CH:9]=[C:10]2[C:14](=[CH:15][CH:16]=1)[C:13](=[O:17])[N:12]([CH:18]1[CH2:23][CH2:22][C:21](=[O:24])[NH:20][C:19]1=[O:25])[CH2:11]2.[C:26]1([CH3:35])[CH:31]=[CH:30][C:29]([N:32]=[C:33]=[O:34])=[CH:28][CH:27]=1.Cl. Product: [O:25]=[C:19]1[CH:18]([N:12]2[CH2:11][C:10]3[C:14](=[CH:15][CH:16]=[C:8]([CH2:7][NH:6][C:33]([NH:32][C:29]4[CH:30]=[CH:31][C:26]([CH3:35])=[CH:27][CH:28]=4)=[O:34])[CH:9]=3)[C:13]2=[O:17])[CH2:23][CH2:22][C:21](=[O:24])[NH:20]1. The catalyst class is: 10. (4) Reactant: [Si:1]([O:8][C@H:9]1[CH2:13][CH2:12][N:11]([CH2:14][CH:15]([N:25](C)[C:26](=O)OCC2C=CC=CC=2)[C:16]2[CH:21]=[CH:20][C:19]([F:22])=[C:18]([C:23]#[N:24])[CH:17]=2)[CH2:10]1)([C:4]([CH3:7])([CH3:6])[CH3:5])([CH3:3])[CH3:2]. Product: [Si:1]([O:8][C@H:9]1[CH2:13][CH2:12][N:11]([CH2:14][C@H:15]([C:16]2[CH:21]=[CH:20][C:19]([F:22])=[C:18]([CH:17]=2)[C:23]#[N:24])[NH:25][CH3:26])[CH2:10]1)([C:4]([CH3:6])([CH3:7])[CH3:5])([CH3:3])[CH3:2]. The catalyst class is: 78.